From a dataset of Peptide-MHC class II binding affinity with 134,281 pairs from IEDB. Regression. Given a peptide amino acid sequence and an MHC pseudo amino acid sequence, predict their binding affinity value. This is MHC class II binding data. The peptide sequence is YDKFLENVSTVLTGK. The MHC is DRB1_0101 with pseudo-sequence DRB1_0101. The binding affinity (normalized) is 0.810.